Dataset: Forward reaction prediction with 1.9M reactions from USPTO patents (1976-2016). Task: Predict the product of the given reaction. (1) Given the reactants [Br:1][C:2]1[CH:3]=[C:4]2[C:8](=[CH:9][CH:10]=1)[NH:7][C:6]([C:11]([OH:13])=O)=[CH:5]2.C(N1C=CN=C1)(N1C=CN=C1)=O.[NH:26]1[CH2:31][CH2:30][O:29][CH2:28][CH2:27]1, predict the reaction product. The product is: [Br:1][C:2]1[CH:3]=[C:4]2[C:8](=[CH:9][CH:10]=1)[NH:7][C:6]([C:11]([N:26]1[CH2:31][CH2:30][O:29][CH2:28][CH2:27]1)=[O:13])=[CH:5]2. (2) Given the reactants C([O:3][C:4](=[O:39])[C:5]1[CH:10]=[CH:9][C:8]([NH:11][C:12](=[O:38])[CH:13]([N:20]2[C:24]3[CH:25]=[C:26]([F:30])[C:27]([F:29])=[CH:28][C:23]=3[N:22]=[C:21]2[C:31]2[CH:36]=[CH:35][C:34]([Cl:37])=[CH:33][CH:32]=2)[CH:14]2[CH2:19][CH2:18][CH2:17][CH2:16][CH2:15]2)=[CH:7][CH:6]=1)C.O.[OH-].[Li+].Cl, predict the reaction product. The product is: [Cl:37][C:34]1[CH:33]=[CH:32][C:31]([C:21]2[N:20]([CH:13]([CH:14]3[CH2:19][CH2:18][CH2:17][CH2:16][CH2:15]3)[C:12]([NH:11][C:8]3[CH:9]=[CH:10][C:5]([C:4]([OH:39])=[O:3])=[CH:6][CH:7]=3)=[O:38])[C:24]3[CH:25]=[C:26]([F:30])[C:27]([F:29])=[CH:28][C:23]=3[N:22]=2)=[CH:36][CH:35]=1. (3) Given the reactants [CH:1]([C:4]1[C:8]([CH:9]=O)=[CH:7][N:6]([C:11]2[CH:16]=[CH:15][C:14]([C:17]([F:20])([F:19])[F:18])=[CH:13][CH:12]=2)[N:5]=1)([CH3:3])[CH3:2].C(OP([CH2:29][C:30]([O:32][CH2:33][CH3:34])=[O:31])(OCC)=O)C.CN(C)C=O.[H-].[Na+], predict the reaction product. The product is: [CH:1]([C:4]1[C:8](/[CH:9]=[CH:29]/[C:30]([O:32][CH2:33][CH3:34])=[O:31])=[CH:7][N:6]([C:11]2[CH:16]=[CH:15][C:14]([C:17]([F:19])([F:20])[F:18])=[CH:13][CH:12]=2)[N:5]=1)([CH3:3])[CH3:2]. (4) Given the reactants [Cl:1][C:2]1[N:3]=[C:4](Cl)[C:5]2[CH2:10][CH2:9][CH:8]([C:11]3[CH:16]=[CH:15][C:14]([F:17])=[CH:13][CH:12]=3)[C:6]=2[N:7]=1.[CH3:19][C:20]1([NH:26][C:27](=[O:33])[O:28][C:29]([CH3:32])([CH3:31])[CH3:30])[CH2:25][CH2:24][NH:23][CH2:22][CH2:21]1, predict the reaction product. The product is: [Cl:1][C:2]1[N:3]=[C:4]([N:23]2[CH2:22][CH2:21][C:20]([NH:26][C:27](=[O:33])[O:28][C:29]([CH3:32])([CH3:31])[CH3:30])([CH3:19])[CH2:25][CH2:24]2)[C:5]2[CH2:10][CH2:9][CH:8]([C:11]3[CH:16]=[CH:15][C:14]([F:17])=[CH:13][CH:12]=3)[C:6]=2[N:7]=1.